This data is from Reaction yield outcomes from USPTO patents with 853,638 reactions. The task is: Predict the reaction yield, written as a fraction of the theoretical maximum amount of product (1.0 means a 100% yield; for example, 0.34 means a 34% yield). (1) The reactants are Cl.[C:2]1([C:8]2([C:26]3[CH:31]=[CH:30][CH:29]=[CH:28][CH:27]=3)[CH:12]3[CH2:13][N:14]([C:17]([CH:19]4[CH2:24][CH2:23][NH:22][CH2:21][CH2:20]4)=[O:18])[CH2:15][CH2:16][N:11]3[C:10](=[O:25])[O:9]2)[CH:7]=[CH:6][CH:5]=[CH:4][CH:3]=1.C(=O)([O-])[O-].[K+].[K+].[I-].[Na+].Cl[CH2:41][C:42]([NH2:44])=[O:43]. The catalyst is CN(C)C(=O)C.O. The product is [O:25]=[C:10]1[N:11]2[CH2:16][CH2:15][N:14]([C:17]([CH:19]3[CH2:24][CH2:23][N:22]([CH2:41][C:42]([NH2:44])=[O:43])[CH2:21][CH2:20]3)=[O:18])[CH2:13][CH:12]2[C:8]([C:2]2[CH:3]=[CH:4][CH:5]=[CH:6][CH:7]=2)([C:26]2[CH:27]=[CH:28][CH:29]=[CH:30][CH:31]=2)[O:9]1. The yield is 0.500. (2) The reactants are [O:1]=[C:2]1[C:6]2([CH2:11][CH2:10][NH:9][CH2:8][CH2:7]2)[N:5]([C:12]2[CH:17]=[CH:16][CH:15]=[CH:14][CH:13]=2)[CH2:4][N:3]1[C:18]1[CH:30]=[CH:29][CH:28]=[CH:27][C:19]=1[C:20]([O:22][C:23]([CH3:26])([CH3:25])[CH3:24])=[O:21].I[CH2:32][CH2:33][CH2:34][C:35]([C:37]1[CH:42]=[CH:41][CH:40]=[CH:39][CH:38]=1)=[O:36].C(=O)([O-])[O-].[K+].[K+]. The catalyst is CN(C)C=O. The product is [O:1]=[C:2]1[C:6]2([CH2:7][CH2:8][N:9]([CH2:32][CH2:33][CH2:34][C:35](=[O:36])[C:37]3[CH:42]=[CH:41][CH:40]=[CH:39][CH:38]=3)[CH2:10][CH2:11]2)[N:5]([C:12]2[CH:13]=[CH:14][CH:15]=[CH:16][CH:17]=2)[CH2:4][N:3]1[C:18]1[CH:30]=[CH:29][CH:28]=[CH:27][C:19]=1[C:20]([O:22][C:23]([CH3:24])([CH3:25])[CH3:26])=[O:21]. The yield is 0.820. (3) The reactants are [NH2:1][C@@H:2]([CH3:17])[C@@H:3]([C:5]1[CH:6]=[CH:7][C:8]([OH:16])=[C:9]([NH:11][S:12]([CH3:15])(=[O:14])=[O:13])[CH:10]=1)[OH:4].[CH2:18]([O:20][C:21]1[CH:22]=[C:23]([CH:26]=[C:27]([O:29][CH2:30][CH3:31])[CH:28]=1)[CH:24]=O)[CH3:19].O. The catalyst is CO. The product is [CH2:30]([O:29][C:27]1[CH:26]=[C:23]([CH:22]=[C:21]([O:20][CH2:18][CH3:19])[CH:28]=1)[CH2:24][NH:1][C@@H:2]([CH3:17])[C@@H:3]([C:5]1[CH:6]=[CH:7][C:8]([OH:16])=[C:9]([NH:11][S:12]([CH3:15])(=[O:14])=[O:13])[CH:10]=1)[OH:4])[CH3:31]. The yield is 0.540. (4) The reactants are [CH2:1]([O:3][C:4]1[CH:28]=[C:27]([F:29])[C:7]([CH2:8][N:9]2[C:17]3[C:12](=[CH:13][CH:14]=[CH:15][CH:16]=3)[C:11]([C:18]3[N:23]=[C:22]([NH2:24])[C:21]([NH2:25])=[C:20]([NH2:26])[N:19]=3)=[N:10]2)=[C:6]([F:30])[CH:5]=1)[CH3:2].C(N(CC)CC)C.[CH3:38][O:39][CH2:40][C:41](Cl)=[O:42]. The catalyst is CN(C)C=O. The product is [NH2:26][C:20]1[C:21]([NH:25][C:41](=[O:42])[CH2:40][O:39][CH3:38])=[C:22]([NH2:24])[N:23]=[C:18]([C:11]2[C:12]3[C:17](=[CH:16][CH:15]=[CH:14][CH:13]=3)[N:9]([CH2:8][C:7]3[C:6]([F:30])=[CH:5][C:4]([O:3][CH2:1][CH3:2])=[CH:28][C:27]=3[F:29])[N:10]=2)[N:19]=1. The yield is 0.821. (5) The reactants are [C:1]([O:7][CH2:8][CH2:9][O:10][CH3:11])(=[O:6])[CH2:2][C:3]([CH3:5])=O.[Br:12][C:13]1[CH:20]=[CH:19][C:16]([CH:17]=O)=[CH:15][CH:14]=1.[NH4+:21].[OH-:22]. The catalyst is CCO.C(Cl)Cl. The product is [Br:12][C:13]1[CH:20]=[CH:19][C:16]([CH:17]2[C:2]([C:1]([O:7][CH2:8][CH2:9][O:10][CH3:11])=[O:6])=[C:3]([CH3:5])[NH:21][C:3]([CH3:5])=[C:2]2[C:1]([O:7][CH2:8][CH2:9][O:10][CH3:11])=[O:22])=[CH:15][CH:14]=1. The yield is 0.640. (6) The reactants are [Cl:1][C:2]1[C:3]([OH:12])=[CH:4][CH:5]=[C:6]2[C:10]=1[C:9](=[O:11])[NH:8][CH2:7]2.I[CH:14]([CH3:16])[CH3:15].C(=O)([O-])[O-].[Cs+].[Cs+]. The catalyst is CN(C=O)C. The product is [Cl:1][C:2]1[C:3]([O:12][CH:14]([CH3:16])[CH3:15])=[CH:4][CH:5]=[C:6]2[C:10]=1[C:9](=[O:11])[NH:8][CH2:7]2. The yield is 0.650. (7) The yield is 0.900. The product is [CH3:3][O:4][C:5]1[CH:6]=[C:7]([N:14]2[CH2:19][CH2:18][CH:17]([N:20]3[CH2:21][CH2:22][N:23]([S:26]([CH3:29])(=[O:28])=[O:27])[CH2:24][CH2:25]3)[CH2:16][CH2:15]2)[CH:8]=[CH:9][C:10]=1[NH2:11]. The catalyst is C1COCC1. The reactants are [BH4-].[Na+].[CH3:3][O:4][C:5]1[CH:6]=[C:7]([N:14]2[CH2:19][CH2:18][CH:17]([N:20]3[CH2:25][CH2:24][N:23]([S:26]([CH3:29])(=[O:28])=[O:27])[CH2:22][CH2:21]3)[CH2:16][CH2:15]2)[CH:8]=[CH:9][C:10]=1[N+:11]([O-])=O.CO. (8) The reactants are [Br:1][C:2]1[CH:3]=[C:4]2[C:9](=[CH:10][CH:11]=1)[C:8](=[O:12])[NH:7][C:6](=[O:13])/[C:5]/2=[CH:14]/OC.[N:17]1([C:22]2[CH:27]=[CH:26][C:25]([NH2:28])=[CH:24][CH:23]=2)[CH:21]=[CH:20][N:19]=[CH:18]1.C(N(CC)CC)C. The catalyst is CN(C)C=O. The product is [Br:1][C:2]1[CH:3]=[C:4]2[C:9](=[CH:10][CH:11]=1)[C:8](=[O:12])[NH:7][C:6](=[O:13])/[C:5]/2=[CH:14]\[NH:28][C:25]1[CH:24]=[CH:23][C:22]([N:17]2[CH:21]=[CH:20][N:19]=[CH:18]2)=[CH:27][CH:26]=1. The yield is 0.930. (9) The reactants are [NH:1]1[CH2:5][CH2:4][N:3]=[C:2]1[C:6]1([C:9]2[CH:14]=[CH:13][C:12]([N:15]3[CH2:20][CH2:19][C:18]4[C:21]([C:32]([F:35])([F:34])[F:33])=[N:22][N:23]([C:24]5[CH:29]=[CH:28][C:27]([O:30][CH3:31])=[CH:26][CH:25]=5)[C:17]=4[C:16]3=[O:36])=[CH:11][CH:10]=2)[CH2:8][CH2:7]1.[O-][Mn](=O)(=O)=O.[K+].[CH3:43]CN(CC)CC.CO.C(Cl)Cl. The catalyst is O1CCOCC1.CO. The product is [CH3:31][O:30][C:27]1[CH:28]=[CH:29][C:24]([N:23]2[C:17]3[C:16](=[O:36])[N:15]([C:12]4[CH:11]=[CH:10][C:9]([C:6]5([C:2]6[N:1]([CH3:43])[CH:5]=[CH:4][N:3]=6)[CH2:7][CH2:8]5)=[CH:14][CH:13]=4)[CH2:20][CH2:19][C:18]=3[C:21]([C:32]([F:33])([F:34])[F:35])=[N:22]2)=[CH:25][CH:26]=1. The yield is 0.720. (10) The reactants are [NH2:1][C:2]1[N:7]=[C:6]([OH:8])[C:5]([NH2:9])=[C:4]([NH2:10])[N:3]=1.[F:11][C:12]1[CH:19]=[CH:18][C:15]([CH:16]=O)=[CH:14][CH:13]=1. No catalyst specified. The product is [NH2:1][C:2]1[N:3]=[C:4]2[C:5]([N:9]=[C:16]([C:15]3[CH:18]=[CH:19][C:12]([F:11])=[CH:13][CH:14]=3)[NH:10]2)=[C:6]([OH:8])[N:7]=1. The yield is 0.600.